From a dataset of NCI-60 drug combinations with 297,098 pairs across 59 cell lines. Regression. Given two drug SMILES strings and cell line genomic features, predict the synergy score measuring deviation from expected non-interaction effect. (1) Drug 1: CN(C)N=NC1=C(NC=N1)C(=O)N. Drug 2: CN(CCCl)CCCl.Cl. Cell line: CAKI-1. Synergy scores: CSS=8.01, Synergy_ZIP=-10.9, Synergy_Bliss=-18.4, Synergy_Loewe=-28.3, Synergy_HSA=-14.6. (2) Drug 1: CC1C(C(=O)NC(C(=O)N2CCCC2C(=O)N(CC(=O)N(C(C(=O)O1)C(C)C)C)C)C(C)C)NC(=O)C3=C4C(=C(C=C3)C)OC5=C(C(=O)C(=C(C5=N4)C(=O)NC6C(OC(=O)C(N(C(=O)CN(C(=O)C7CCCN7C(=O)C(NC6=O)C(C)C)C)C)C(C)C)C)N)C. Drug 2: C(CC(=O)O)C(=O)CN.Cl. Cell line: K-562. Synergy scores: CSS=14.3, Synergy_ZIP=5.22, Synergy_Bliss=5.26, Synergy_Loewe=-18.4, Synergy_HSA=4.72. (3) Drug 1: CC1=CC=C(C=C1)C2=CC(=NN2C3=CC=C(C=C3)S(=O)(=O)N)C(F)(F)F. Drug 2: C1C(C(OC1N2C=NC(=NC2=O)N)CO)O. Cell line: HCC-2998. Synergy scores: CSS=19.6, Synergy_ZIP=2.97, Synergy_Bliss=-0.412, Synergy_Loewe=-12.7, Synergy_HSA=-2.81.